This data is from Catalyst prediction with 721,799 reactions and 888 catalyst types from USPTO. The task is: Predict which catalyst facilitates the given reaction. (1) Reactant: C(N(CC)CC)C.[OH:8][CH:9]1[CH2:14][CH2:13][NH:12][CH2:11][CH2:10]1.[N+:15]([C:18]1[CH:25]=[CH:24][C:21]([CH2:22]Cl)=[CH:20][CH:19]=1)([O-:17])=[O:16]. Product: [N+:15]([C:18]1[CH:25]=[CH:24][C:21]([CH2:22][C:9]2([OH:8])[CH2:14][CH2:13][NH:12][CH2:11][CH2:10]2)=[CH:20][CH:19]=1)([O-:17])=[O:16]. The catalyst class is: 4. (2) Reactant: [F:1][C:2]([F:17])([F:16])[C:3](=[O:15])[CH:4]([C:7]1[CH:12]=[C:11]([CH3:13])[CH:10]=[CH:9][C:8]=1[CH3:14])C#N.S(=O)(=O)(O)O. Product: [F:1][C:2]([F:16])([F:17])[C:3](=[O:15])[CH2:4][C:7]1[CH:12]=[C:11]([CH3:13])[CH:10]=[CH:9][C:8]=1[CH3:14]. The catalyst class is: 15. (3) Reactant: [F:1][C:2]1[CH:3]=[C:4]([N:21]2[CH2:25][C@H:24]([CH2:26][N:27]3[CH:31]=[CH:30][N:29]=[N:28]3)[O:23][C:22]2=[O:32])[CH:5]=[CH:6][C:7]=1[C:8]1[CH:9]=[N:10][C:11]([C:14]2[CH2:18][C@@H:17]([CH2:19]O)[O:16][N:15]=2)=[CH:12][CH:13]=1.C1(P(C2C=CC=CC=2)C2C=CC=CC=2)C=CC=CC=1.C(Cl)(Cl)(Cl)[Cl:53]. Product: [Cl:53][CH2:19][C@H:17]1[O:16][N:15]=[C:14]([C:11]2[N:10]=[CH:9][C:8]([C:7]3[CH:6]=[CH:5][C:4]([N:21]4[CH2:25][C@H:24]([CH2:26][N:27]5[CH:31]=[CH:30][N:29]=[N:28]5)[O:23][C:22]4=[O:32])=[CH:3][C:2]=3[F:1])=[CH:13][CH:12]=2)[CH2:18]1. The catalyst class is: 39. (4) Reactant: Cl[C:2]1[C:7]([N+:8]([O-:10])=[O:9])=[CH:6][CH:5]=[C:4](OC)[N:3]=1.[F:13][C:14]([F:23])([F:22])[C:15]1[CH:16]=[C:17]([OH:21])[CH:18]=[CH:19][CH:20]=1.C(=O)([O-])[O-].[Cs+].[Cs+]. Product: [N+:8]([C:7]1[C:2]([O:21][C:17]2[CH:18]=[CH:19][CH:20]=[C:15]([C:14]([F:13])([F:22])[F:23])[CH:16]=2)=[N:3][CH:4]=[CH:5][CH:6]=1)([O-:10])=[O:9]. The catalyst class is: 3. (5) Reactant: Cl[C:2]1[CH:24]=[CH:23][C:5]2[N:6]([C:15]3[CH:22]=[CH:21][C:18]([C:19]#[N:20])=[CH:17][CH:16]=3)[CH2:7][CH2:8][C:9]3[O:13][N:12]=[C:11]([CH3:14])[C:10]=3[C:4]=2[CH:3]=1.N1[CH:31]=[CH:30]C=CC=C1.O1C=CC=N1.CC1C(O)=C(C2NC([C:50]([OH:52])=[O:51])CC2(C(O)=O)C(O)=O)C(CO)=CN=1.C([O-])([O-])=O.[K+].[K+].C(O)C. Product: [C:19]([C:18]1[CH:17]=[CH:16][C:15]([N:6]2[CH2:7][CH2:8][C:9]3[O:13][N:12]=[C:11]([CH3:14])[C:10]=3[C:4]3[CH:3]=[C:2]([C:50]([O:52][CH2:30][CH3:31])=[O:51])[CH:24]=[CH:23][C:5]2=3)=[CH:22][CH:21]=1)#[N:20]. The catalyst class is: 13. (6) Reactant: [CH:1]1([CH:7]2[CH:16]3[CH2:17][CH2:18][CH2:19][O:20][CH:15]3[C:14]3[CH:13]=[C:12]([NH:21]C(=O)[O-])[CH:11]=[CH:10][C:9]=3[NH:8]2)[CH2:6][CH2:5][CH2:4][CH2:3][CH2:2]1.C(O)(C(F)(F)F)=O.[OH-].[Na+]. Product: [CH:1]1([CH:7]2[CH:16]3[CH2:17][CH2:18][CH2:19][O:20][CH:15]3[C:14]3[CH:13]=[C:12]([NH2:21])[CH:11]=[CH:10][C:9]=3[NH:8]2)[CH2:2][CH2:3][CH2:4][CH2:5][CH2:6]1. The catalyst class is: 2.